From a dataset of Reaction yield outcomes from USPTO patents with 853,638 reactions. Predict the reaction yield, written as a fraction of the theoretical maximum amount of product (1.0 means a 100% yield; for example, 0.34 means a 34% yield). (1) The product is [C:15]([O:19][C:20](=[O:34])[NH:21][CH:22]1[CH2:23][CH2:24][CH:25]([C:28]([C:2]2[S:1][C:5]3[CH:6]=[CH:7][CH:8]=[CH:9][C:4]=3[N:3]=2)=[O:33])[CH2:26][CH2:27]1)([CH3:18])([CH3:16])[CH3:17]. The yield is 0.820. The reactants are [S:1]1[C:5]2[CH:6]=[CH:7][CH:8]=[CH:9][C:4]=2[N:3]=[CH:2]1.[Li]CCCC.[C:15]([O:19][C:20](=[O:34])[NH:21][C@H:22]1[CH2:27][CH2:26][C@H:25]([C:28](=[O:33])N(OC)C)[CH2:24][CH2:23]1)([CH3:18])([CH3:17])[CH3:16].O. The catalyst is C1COCC1. (2) The reactants are [NH2:1][C:2]1[CH:3]=[C:4]([CH:34]=[CH:35][C:36]=1[O:37][CH3:38])[C:5]([O:7][C@H:8]([C:19]1[CH:24]=[CH:23][C:22]([O:25][CH:26]([F:28])[F:27])=[C:21]([O:29][CH2:30][CH:31]2[CH2:33][CH2:32]2)[CH:20]=1)[CH2:9][C:10]1[C:15]([Cl:16])=[CH:14][N+:13]([O-:17])=[CH:12][C:11]=1[Cl:18])=[O:6].N1C=CC=CC=1.Cl[CH2:46][CH2:47][S:48](Cl)(=[O:50])=[O:49]. The catalyst is C(Cl)Cl. The product is [Cl:18][C:11]1[CH:12]=[N+:13]([O-:17])[CH:14]=[C:15]([Cl:16])[C:10]=1[CH2:9][C@@H:8]([C:19]1[CH:24]=[CH:23][C:22]([O:25][CH:26]([F:28])[F:27])=[C:21]([O:29][CH2:30][CH:31]2[CH2:32][CH2:33]2)[CH:20]=1)[O:7][C:5](=[O:6])[C:4]1[CH:34]=[CH:35][C:36]([O:37][CH3:38])=[C:2]([NH:1][S:48]([CH:47]=[CH2:46])(=[O:50])=[O:49])[CH:3]=1. The yield is 0.950.